From a dataset of Full USPTO retrosynthesis dataset with 1.9M reactions from patents (1976-2016). Predict the reactants needed to synthesize the given product. (1) Given the product [Cl:33][CH2:34][C:35]([NH:1][C:2]1[S:3][C:4]2[C:9]([N:10]=1)=[CH:8][CH:7]=[C:6]([O:11][C:12]1[CH:13]=[CH:14][C:15]([CH3:32])=[C:16]([NH:18][C:19](=[O:31])[C:20]3[CH:25]=[CH:24][CH:23]=[C:22]([C:26]([C:29]#[N:30])([CH3:27])[CH3:28])[CH:21]=3)[CH:17]=1)[N:5]=2)=[O:36], predict the reactants needed to synthesize it. The reactants are: [NH2:1][C:2]1[S:3][C:4]2[C:9]([N:10]=1)=[CH:8][CH:7]=[C:6]([O:11][C:12]1[CH:13]=[CH:14][C:15]([CH3:32])=[C:16]([NH:18][C:19](=[O:31])[C:20]3[CH:25]=[CH:24][CH:23]=[C:22]([C:26]([C:29]#[N:30])([CH3:28])[CH3:27])[CH:21]=3)[CH:17]=1)[N:5]=2.[Cl:33][CH2:34][C:35](Cl)=[O:36]. (2) Given the product [CH3:1][C:2]([CH3:29])([CH2:6][O:7][C:8]1[CH:9]=[CH:10][C:11]([C:14]2[CH:19]=[CH:18][C:17]([C:20]3[NH:21][CH:22]=[C:23]([C:25]([F:28])([F:26])[F:27])[N:24]=3)=[CH:16][N:15]=2)=[CH:12][CH:13]=1)[C:3]([O-:5])=[O:4].[K+:31], predict the reactants needed to synthesize it. The reactants are: [CH3:1][C:2]([CH3:29])([CH2:6][O:7][C:8]1[CH:13]=[CH:12][C:11]([C:14]2[CH:19]=[CH:18][C:17]([C:20]3[NH:21][CH:22]=[C:23]([C:25]([F:28])([F:27])[F:26])[N:24]=3)=[CH:16][N:15]=2)=[CH:10][CH:9]=1)[C:3]([OH:5])=[O:4].[OH-].[K+:31]. (3) Given the product [Cl:1][C:2]1[CH:3]=[C:4]([NH:9][C:10]2[N:14]=[C:13]([NH:15][CH2:28][C:27]3[CH:30]=[CH:31][C:24]([S:21]([N:16]4[CH2:20][CH2:19][CH2:18][CH2:17]4)(=[O:23])=[O:22])=[CH:25][CH:26]=3)[NH:12][N:11]=2)[CH:5]=[C:6]([Cl:8])[CH:7]=1, predict the reactants needed to synthesize it. The reactants are: [Cl:1][C:2]1[CH:3]=[C:4]([NH:9][C:10]2[N:14]=[C:13]([NH2:15])[NH:12][N:11]=2)[CH:5]=[C:6]([Cl:8])[CH:7]=1.[N:16]1([S:21]([C:24]2[CH:31]=[CH:30][C:27]([CH:28]=O)=[CH:26][CH:25]=2)(=[O:23])=[O:22])[CH2:20][CH2:19][CH2:18][CH2:17]1.C(O)(=O)C.Cl. (4) Given the product [Cl:1][C:2]1[CH:3]=[C:4]([NH:8][C:9]([C:11]2[C:16]([I:29])=[CH:15][CH:14]=[C:13]([CH3:17])[N:12]=2)=[O:10])[CH:5]=[CH:6][CH:7]=1, predict the reactants needed to synthesize it. The reactants are: [Cl:1][C:2]1[CH:3]=[C:4]([NH:8][C:9]([C:11]2[CH:16]=[CH:15][CH:14]=[C:13]([CH3:17])[N:12]=2)=[O:10])[CH:5]=[CH:6][CH:7]=1.[Li]CCCC.CCCCCC.[I:29]I. (5) Given the product [Br:31][C:28]1[CH:29]=[CH:30][C:25]([C:23]2[C:22](=[O:32])[N:21]([CH3:33])[C:15]3[N:16]([CH3:20])[C:17]4[C:13]([C:14]=3[CH:24]=2)=[CH:12][C:11]([C:9]2[CH:10]=[C:6]([CH2:4][OH:3])[N:7]([CH3:34])[N:8]=2)=[CH:19][CH:18]=4)=[CH:26][CH:27]=1, predict the reactants needed to synthesize it. The reactants are: C([O:3][C:4]([C:6]1[N:7]([CH3:34])[N:8]=[C:9]([C:11]2[CH:12]=[C:13]3[C:17](=[CH:18][CH:19]=2)[N:16]([CH3:20])[C:15]2[N:21]([CH3:33])[C:22](=[O:32])[C:23]([C:25]4[CH:30]=[CH:29][C:28]([Br:31])=[CH:27][CH:26]=4)=[CH:24][C:14]3=2)[CH:10]=1)=O)C.[Li+].[BH4-].[OH-].[Na+]. (6) Given the product [CH2:10]([O:12][C:13](=[O:19])[CH:14]([CH2:2][C:3]1[CH:8]=[CH:7][C:6]([F:9])=[CH:5][CH:4]=1)[C:15](=[O:18])[CH2:16][CH3:17])[CH3:11], predict the reactants needed to synthesize it. The reactants are: Br[CH2:2][C:3]1[CH:8]=[CH:7][C:6]([F:9])=[CH:5][CH:4]=1.[CH2:10]([O:12][C:13](=[O:19])[CH2:14][C:15](=[O:18])[CH2:16][CH3:17])[CH3:11]. (7) Given the product [CH3:48][O:49][C:50]([C@H:52]1[CH2:56][CH2:55][CH2:54][N:53]1[C:22]([C:15]1[N:16]2[C:17]([CH2:18][O:19][CH2:20][CH2:21]2)=[C:13]([C:11](=[O:12])[NH:10][C@@H:7]([C:1]2[CH:6]=[CH:5][CH:4]=[CH:3][CH:2]=2)[CH2:8][CH3:9])[CH:14]=1)=[O:23])=[O:51], predict the reactants needed to synthesize it. The reactants are: [C:1]1([C@H:7]([NH:10][C:11]([C:13]2[CH:14]=[C:15]([C:22](O)=[O:23])[N:16]3[CH2:21][CH2:20][O:19][CH2:18][C:17]=23)=[O:12])[CH2:8][CH3:9])[CH:6]=[CH:5][CH:4]=[CH:3][CH:2]=1.ON1C2C=CC=CC=2N=N1.Cl.C(N=C=NCCCN(C)C)C.Cl.[CH3:48][O:49][C:50]([C@H:52]1[CH2:56][CH2:55][CH2:54][NH:53]1)=[O:51].C(N(CC)CC)C.